This data is from Forward reaction prediction with 1.9M reactions from USPTO patents (1976-2016). The task is: Predict the product of the given reaction. (1) The product is: [CH3:1][O:2][C:3]1[CH:4]=[CH:5][C:6]2[O:11][CH2:10][C:9](=[O:12])[N:8]([CH:22]([CH3:21])[CH2:23][N:24]3[CH2:29][CH2:28][N:27]([C:30]([O:32][C:33]([CH3:36])([CH3:35])[CH3:34])=[O:31])[CH2:26][CH2:25]3)[C:7]=2[CH:13]=1. Given the reactants [CH3:1][O:2][C:3]1[CH:4]=[CH:5][C:6]2[O:11][CH2:10][C:9](=[O:12])[NH:8][C:7]=2[CH:13]=1.[H-].[Na+].CS(O[CH2:21][CH2:22][CH2:23][N:24]1[CH2:29][CH2:28][N:27]([C:30]([O:32][C:33]([CH3:36])([CH3:35])[CH3:34])=[O:31])[CH2:26][CH2:25]1)(=O)=O.C(OC(=O)NC1CCN(CCN2C3C(=CC=C(OC)C=3)C=CC2=O)CC1)(C)(C)C, predict the reaction product. (2) Given the reactants [NH2:1][C:2]1[CH:7]=[CH:6][N:5]=[C:4]([Cl:8])[CH:3]=1.[C:9](O[C:9]([O:11][C:12]([CH3:15])([CH3:14])[CH3:13])=[O:10])([O:11][C:12]([CH3:15])([CH3:14])[CH3:13])=[O:10].C[Si]([N-][Si](C)(C)C)(C)C.[Li+], predict the reaction product. The product is: [Cl:8][C:4]1[CH:3]=[C:2]([NH:1][C:9](=[O:10])[O:11][C:12]([CH3:15])([CH3:14])[CH3:13])[CH:7]=[CH:6][N:5]=1.